From a dataset of Catalyst prediction with 721,799 reactions and 888 catalyst types from USPTO. Predict which catalyst facilitates the given reaction. (1) Reactant: Br[C:2]1[CH:3]=[C:4]2[C:9](=[N:10][CH:11]=1)[NH:8][CH2:7][CH2:6][CH2:5]2.B1(B2OC(C)(C)C(C)(C)O2)OC(C)(C)C(C)(C)O1.C([O-])(=O)C.[K+].Br[C:36]1[CH:37]=[N:38][CH:39]=[C:40]([F:46])[C:41]=1[C:42]([OH:45])([CH3:44])[CH3:43].C([O-])([O-])=O.[Na+].[Na+]. Product: [F:46][C:40]1[CH:39]=[N:38][CH:37]=[C:36]([C:2]2[CH:11]=[N:10][C:9]3[NH:8][CH2:7][CH2:6][CH2:5][C:4]=3[CH:3]=2)[C:41]=1[C:42]([OH:45])([CH3:43])[CH3:44]. The catalyst class is: 75. (2) Reactant: [Br:1][C:2]1[CH:3]=[C:4]2[C:9](Cl)=[C:8]([C:11]([NH2:13])=[O:12])[CH:7]=[N:6][N:5]2[CH:14]=1.[CH:15]1([C@H:18]([NH2:20])[CH3:19])[CH2:17][CH2:16]1.CCN(C(C)C)C(C)C.O. Product: [Br:1][C:2]1[CH:3]=[C:4]2[C:9]([NH:20][C@@H:18]([CH:15]3[CH2:17][CH2:16]3)[CH3:19])=[C:8]([C:11]([NH2:13])=[O:12])[CH:7]=[N:6][N:5]2[CH:14]=1. The catalyst class is: 37. (3) Reactant: [O:1]1[CH2:6][CH2:5][N:4]([CH2:7][CH2:8][O:9][C:10]2[CH:15]=[CH:14][N:13]3[C:16]([C:19]([O-:21])=O)=[CH:17][N:18]=[C:12]3[CH:11]=2)[CH2:3][CH2:2]1.[Li+].CN(C(ON1N=NC2C=CC=NC1=2)=[N+](C)C)C.F[P-](F)(F)(F)(F)F.[CH3:47][C:48]1[C:56]2[C:55]([NH2:57])=[CH:54][CH:53]=[CH:52][C:51]=2[N:50]([CH2:58][C:59]2[CH:64]=[CH:63][CH:62]=[C:61]([CH3:65])[N:60]=2)[N:49]=1.C(N(C(C)C)CC)(C)C. Product: [CH3:47][C:48]1[C:56]2[C:51](=[CH:52][CH:53]=[CH:54][C:55]=2[NH:57][C:19]([C:16]2[N:13]3[CH:14]=[CH:15][C:10]([O:9][CH2:8][CH2:7][N:4]4[CH2:3][CH2:2][O:1][CH2:6][CH2:5]4)=[CH:11][C:12]3=[N:18][CH:17]=2)=[O:21])[N:50]([CH2:58][C:59]2[CH:64]=[CH:63][CH:62]=[C:61]([CH3:65])[N:60]=2)[N:49]=1. The catalyst class is: 9. (4) Reactant: [CH2:1]([N:5]1[C:13]([S:14][C:15]2[C:23]([I:24])=[CH:22][C:18]3[O:19][CH2:20][O:21][C:17]=3[CH:16]=2)=[N:12][C:11]2[C:10](=[O:25])[NH:9][CH:8]=[N:7][C:6]1=2)[CH2:2][CH2:3][CH3:4].C(N(CC)C(C)C)(C)C.[CH3:35][O:36][CH2:37][CH2:38][O:39][CH2:40]Cl. Product: [CH2:1]([N:5]1[C:13]([S:14][C:15]2[C:23]([I:24])=[CH:22][C:18]3[O:19][CH2:20][O:21][C:17]=3[CH:16]=2)=[N:12][C:11]2[C:10](=[O:25])[N:9]([CH2:35][O:36][CH2:37][CH2:38][O:39][CH3:40])[CH:8]=[N:7][C:6]1=2)[CH2:2][CH2:3][CH3:4]. The catalyst class is: 2. (5) Reactant: [Cl:1][C:2]1[CH:3]=[CH:4][C:5]2[NH:11][C:10](=[N:12][NH:13][C:14](=O)[CH2:15][F:16])[C@@H:9]([CH2:18][C:19]([O:21][CH2:22][CH3:23])=[O:20])[O:8][C@H:7]([C:24]3[CH:29]=[CH:28][CH:27]=[C:26]([O:30][CH3:31])[C:25]=3[O:32][CH3:33])[C:6]=2[CH:34]=1. Product: [Cl:1][C:2]1[CH:3]=[CH:4][C:5]2[N:11]3[C:14]([CH2:15][F:16])=[N:13][N:12]=[C:10]3[C@@H:9]([CH2:18][C:19]([O:21][CH2:22][CH3:23])=[O:20])[O:8][C@H:7]([C:24]3[CH:29]=[CH:28][CH:27]=[C:26]([O:30][CH3:31])[C:25]=3[O:32][CH3:33])[C:6]=2[CH:34]=1. The catalyst class is: 15. (6) Reactant: [CH2:1]([N:5]1[C:13]2[C:12](=[O:14])[N:11]([CH3:15])[C:10](Cl)=[N:9][C:8]=2[N:7]=[C:6]1[N:17]1[CH2:22][CH2:21][N:20](C(OC(C)(C)C)=O)[CH2:19][CH2:18]1)[C:2]#[C:3][CH3:4].[OH:30][CH2:31][C:32]([O:34][CH2:35][CH3:36])=[O:33]. Product: [CH2:1]([N:5]1[C:13]2[C:12](=[O:14])[N:11]([CH3:15])[C:10]([O:30][CH2:31][C:32]([O:34][CH2:35][CH3:36])=[O:33])=[N:9][C:8]=2[N:7]=[C:6]1[N:17]1[CH2:18][CH2:19][NH:20][CH2:21][CH2:22]1)[C:2]#[C:3][CH3:4]. The catalyst class is: 8. (7) Reactant: [Br:1][C:2]1[CH:9]=[CH:8][C:5]([CH:6]=O)=[C:4]([F:10])[CH:3]=1.Cl.[NH2:12][OH:13]. Product: [Br:1][C:2]1[CH:9]=[CH:8][C:5]([CH:6]=[N:12][OH:13])=[C:4]([F:10])[CH:3]=1. The catalyst class is: 8.